This data is from Forward reaction prediction with 1.9M reactions from USPTO patents (1976-2016). The task is: Predict the product of the given reaction. (1) Given the reactants [OH:1][C:2]1[CH:3]=[C:4]2[C:7](=[CH:8][C:9]=1[O:10][CH3:11])[C:6]([CH2:14][CH2:15][CH2:16][O:17][CH:18]1[CH2:23][CH2:22][CH2:21][CH2:20][O:19]1)([C:12]#[N:13])[CH2:5]2.CCN(CC)CC.[Si:31](OS(C(F)(F)F)(=O)=O)([CH:38]([CH3:40])[CH3:39])([CH:35]([CH3:37])[CH3:36])[CH:32]([CH3:34])[CH3:33], predict the reaction product. The product is: [O:19]1[CH2:20][CH2:21][CH2:22][CH2:23][CH:18]1[O:17][CH2:16][CH2:15][CH2:14][C:6]1([C:12]#[N:13])[CH2:5][C:4]2[C:7]1=[CH:8][C:9]([O:10][CH3:11])=[C:2]([O:1][Si:31]([CH:38]([CH3:40])[CH3:39])([CH:35]([CH3:37])[CH3:36])[CH:32]([CH3:34])[CH3:33])[CH:3]=2. (2) Given the reactants [C:1]([C:4]1[S:8][C:7]([C:9]([OH:11])=O)=[CH:6][CH:5]=1)(=[O:3])[CH3:2].C(N1C=CN=C1)(N1C=CN=C1)=O.Cl.Cl.[NH2:26][C:27]1[C:35]([NH2:36])=[CH:34][CH:33]=[CH:32][C:28]=1[C:29]([NH2:31])=[O:30], predict the reaction product. The product is: [NH2:26][C:27]1[C:28]([C:29](=[O:30])[NH2:31])=[CH:32][CH:33]=[CH:34][C:35]=1[NH:36][C:9]([C:7]1[S:8][C:4]([C:1](=[O:3])[CH3:2])=[CH:5][CH:6]=1)=[O:11]. (3) Given the reactants [CH3:1][N:2]1[CH:6]=[C:5]([C:7]2[CH:12]=[CH:11][N:10]=[CH:9][CH:8]=2)[C:4]([C:13]2[CH:18]=[CH:17][C:16]([OH:19])=[CH:15][CH:14]=2)=[N:3]1.C1(P(C2C=CC=CC=2)C2C=CC=CC=2)C=CC=CC=1.[N:39]1[C:48]2[C:43](=[CH:44][CH:45]=[CH:46][CH:47]=2)[N:42]=[CH:41][C:40]=1[CH2:49]O.[OH-].[Na+], predict the reaction product. The product is: [CH3:1][N:2]1[CH:6]=[C:5]([C:7]2[CH:8]=[CH:9][N:10]=[CH:11][CH:12]=2)[C:4]([C:13]2[CH:18]=[CH:17][C:16]([O:19][CH2:49][C:40]3[CH:41]=[N:42][C:43]4[C:48](=[CH:47][CH:46]=[CH:45][CH:44]=4)[N:39]=3)=[CH:15][CH:14]=2)=[N:3]1. (4) Given the reactants [F:1][C:2]([F:7])([F:6])[C:3]([OH:5])=[O:4].[F:8][C:9]1[CH:14]=[CH:13][C:12]([C:15]2[N:16]=[C:17]([NH:20][CH2:21][C:22]([OH:24])=O)[S:18][CH:19]=2)=[CH:11][CH:10]=1.Cl.[CH3:26][NH:27][CH3:28].C(N(CC)CC)C, predict the reaction product. The product is: [F:1][C:2]([F:7])([F:6])[C:3]([OH:5])=[O:4].[F:8][C:9]1[CH:10]=[CH:11][C:12]([C:15]2[N:16]=[C:17]([NH:20][CH2:21][C:22]([N:27]([CH3:28])[CH3:26])=[O:24])[S:18][CH:19]=2)=[CH:13][CH:14]=1. (5) Given the reactants [NH:1]1[CH2:6][CH2:5][O:4][CH2:3][CH2:2]1.O=[C:8]1[CH2:13][CH2:12][CH:11]([NH:14][C:15](=[O:21])[O:16][C:17]([CH3:20])([CH3:19])[CH3:18])[CH2:10][CH2:9]1.CO.[BH4-].[Na+], predict the reaction product. The product is: [C:17]([O:16][C:15](=[O:21])[NH:14][C@H:11]1[CH2:10][CH2:9][C@@H:8]([N:1]2[CH2:6][CH2:5][O:4][CH2:3][CH2:2]2)[CH2:13][CH2:12]1)([CH3:20])([CH3:18])[CH3:19]. (6) Given the reactants [CH3:1][O:2][C:3](=[O:41])[CH2:4][CH2:5][CH2:6][CH2:7][CH2:8][NH:9][C:10](=[O:40])[C@@H:11]([NH:22]C(OCC1C2C=CC=CC=2C2C1=CC=CC=2)=O)[CH2:12][C:13]1[C:21]2[C:16](=[CH:17][CH:18]=[CH:19][CH:20]=2)[NH:15][CH:14]=1.N1CCCCC1, predict the reaction product. The product is: [CH3:1][O:2][C:3](=[O:41])[CH2:4][CH2:5][CH2:6][CH2:7][CH2:8][NH:9][C:10](=[O:40])[CH:11]([NH2:22])[CH2:12][C:13]1[C:21]2[C:16](=[CH:17][CH:18]=[CH:19][CH:20]=2)[NH:15][CH:14]=1. (7) Given the reactants Br[C:2]1[S:3][C:4]2[C:10]([C:11]3[CH:16]=[CH:15][C:14]([Cl:17])=[CH:13][CH:12]=3)=[C:9]([C@H:18]([O:23][C:24]([CH3:27])([CH3:26])[CH3:25])[C:19]([O:21][CH3:22])=[O:20])[C:8]([CH3:28])=[CH:7][C:5]=2[N:6]=1.[CH3:29][N:30]1[C:38]2[C:33](=[N:34][C:35]([Sn](CCCC)(CCCC)CCCC)=[CH:36][CH:37]=2)[C:32]([N:52]2[CH2:57][CH2:56][N:55]([CH3:58])[CH2:54][CH2:53]2)=[N:31]1.[Li+].[Cl-], predict the reaction product. The product is: [C:24]([O:23][C@@H:18]([C:9]1[C:8]([CH3:28])=[CH:7][C:5]2[N:6]=[C:2]([C:35]3[N:34]=[C:33]4[C:32]([N:52]5[CH2:53][CH2:54][N:55]([CH3:58])[CH2:56][CH2:57]5)=[N:31][N:30]([CH3:29])[C:38]4=[CH:37][CH:36]=3)[S:3][C:4]=2[C:10]=1[C:11]1[CH:16]=[CH:15][C:14]([Cl:17])=[CH:13][CH:12]=1)[C:19]([O:21][CH3:22])=[O:20])([CH3:27])([CH3:26])[CH3:25].